From a dataset of NCI-60 drug combinations with 297,098 pairs across 59 cell lines. Regression. Given two drug SMILES strings and cell line genomic features, predict the synergy score measuring deviation from expected non-interaction effect. (1) Drug 1: COC1=C2C(=CC3=C1OC=C3)C=CC(=O)O2. Drug 2: C1CNP(=O)(OC1)N(CCCl)CCCl. Cell line: HCT-15. Synergy scores: CSS=-2.74, Synergy_ZIP=1.99, Synergy_Bliss=1.47, Synergy_Loewe=-2.99, Synergy_HSA=-3.34. (2) Drug 1: CCCS(=O)(=O)NC1=C(C(=C(C=C1)F)C(=O)C2=CNC3=C2C=C(C=N3)C4=CC=C(C=C4)Cl)F. Drug 2: CC1=CC2C(CCC3(C2CCC3(C(=O)C)OC(=O)C)C)C4(C1=CC(=O)CC4)C. Cell line: UACC-257. Synergy scores: CSS=51.8, Synergy_ZIP=9.68, Synergy_Bliss=7.47, Synergy_Loewe=-27.7, Synergy_HSA=5.54. (3) Drug 1: C1=CC(=CC=C1C#N)C(C2=CC=C(C=C2)C#N)N3C=NC=N3. Synergy scores: CSS=2.33, Synergy_ZIP=-0.917, Synergy_Bliss=-4.50, Synergy_Loewe=1.65, Synergy_HSA=-4.70. Cell line: NCI-H322M. Drug 2: CC12CCC3C(C1CCC2O)C(CC4=C3C=CC(=C4)O)CCCCCCCCCS(=O)CCCC(C(F)(F)F)(F)F. (4) Drug 1: CS(=O)(=O)C1=CC(=C(C=C1)C(=O)NC2=CC(=C(C=C2)Cl)C3=CC=CC=N3)Cl. Drug 2: C1CN1P(=S)(N2CC2)N3CC3. Cell line: BT-549. Synergy scores: CSS=6.14, Synergy_ZIP=-2.87, Synergy_Bliss=-2.18, Synergy_Loewe=-6.27, Synergy_HSA=-2.59. (5) Drug 1: CS(=O)(=O)C1=CC(=C(C=C1)C(=O)NC2=CC(=C(C=C2)Cl)C3=CC=CC=N3)Cl. Drug 2: C1=CC(=CC=C1CCCC(=O)O)N(CCCl)CCCl. Cell line: UACC62. Synergy scores: CSS=24.5, Synergy_ZIP=-9.03, Synergy_Bliss=-4.28, Synergy_Loewe=-9.82, Synergy_HSA=-4.56. (6) Drug 2: C1=CC=C(C(=C1)C(C2=CC=C(C=C2)Cl)C(Cl)Cl)Cl. Drug 1: C(=O)(N)NO. Synergy scores: CSS=-14.3, Synergy_ZIP=16.9, Synergy_Bliss=21.6, Synergy_Loewe=-3.06, Synergy_HSA=-1.26. Cell line: LOX IMVI. (7) Drug 1: C1=CC(=CC=C1C#N)C(C2=CC=C(C=C2)C#N)N3C=NC=N3. Drug 2: C1=NC(=NC(=O)N1C2C(C(C(O2)CO)O)O)N. Cell line: HS 578T. Synergy scores: CSS=4.85, Synergy_ZIP=-0.806, Synergy_Bliss=1.54, Synergy_Loewe=-4.58, Synergy_HSA=-3.64.